Predict the reactants needed to synthesize the given product. From a dataset of Full USPTO retrosynthesis dataset with 1.9M reactions from patents (1976-2016). Given the product [C:32]([C:20]1[C:19]([O:18][CH3:17])=[C:28]([CH2:29][N:30]([CH3:31])[C:9](=[O:11])[CH:8]([C:5]2[CH:4]=[CH:3][C:2]([F:1])=[CH:7][CH:6]=2)[N:12]2[CH2:16][CH2:15][CH2:14][CH2:13]2)[C:27]2[C:22]([CH:21]=1)=[CH:23][CH:24]=[CH:25][CH:26]=2)#[N:33], predict the reactants needed to synthesize it. The reactants are: [F:1][C:2]1[CH:7]=[CH:6][C:5]([CH:8]([N:12]2[CH2:16][CH2:15][CH2:14][CH2:13]2)[C:9]([OH:11])=O)=[CH:4][CH:3]=1.[CH3:17][O:18][C:19]1[C:20]([C:32]#[N:33])=[CH:21][C:22]2[C:27]([C:28]=1[CH2:29][NH:30][CH3:31])=[CH:26][CH:25]=[CH:24][CH:23]=2.C1C=CC2N(O)N=NC=2C=1.Cl.CN(C)CCCN=C=NCC.